From a dataset of HIV replication inhibition screening data with 41,000+ compounds from the AIDS Antiviral Screen. Binary Classification. Given a drug SMILES string, predict its activity (active/inactive) in a high-throughput screening assay against a specified biological target. (1) The compound is CCC(C)N(CCN)C(=O)c1cc2ccccc2c(-c2ccccc2Cl)n1.Cl. The result is 0 (inactive). (2) The compound is OC1COCOC1C(O)C1OCOCC1O. The result is 0 (inactive). (3) The drug is Cc1cccc(C=C2CCCc3ccccc3C2=O)c1. The result is 0 (inactive).